Predict which catalyst facilitates the given reaction. From a dataset of Catalyst prediction with 721,799 reactions and 888 catalyst types from USPTO. (1) Reactant: [F:1][C:2]1[C:9]([F:10])=[CH:8][C:5]([C:6]#[N:7])=[C:4]([N+:11]([O-])=O)[CH:3]=1.[O-]S(S([O-])=O)=O.[Na+].[Na+].CCO. Product: [NH2:11][C:4]1[CH:3]=[C:2]([F:1])[C:9]([F:10])=[CH:8][C:5]=1[C:6]#[N:7]. The catalyst class is: 6. (2) Product: [O:44]1[C:38]2[C:40]([CH:10]=[CH:11][CH:12]=2)=[CH:13][CH:8]=[C:9]1[CH:25]1[C:26]([C:28]2[CH:29]=[C:30]([CH:31]=[CH:32][CH:33]=2)[C:34]#[N:35])=[N:7][C:8]2[CH:13]=[CH:12][CH:11]=[CH:10][C:9]=2[NH:23][C:24]1=[O:36]. The catalyst class is: 2. Reactant: C(OC(=O)[NH:7][C:8]1[CH:13]=[CH:12][CH:11]=[C:10](C2OC3=CC=CC3=CC=2)[C:9]=1[NH:23][C:24](=[O:36])[CH2:25][C:26]([C:28]1[CH:33]=[CH:32][CH:31]=[C:30]([C:34]#[N:35])[CH:29]=1)=O)(C)(C)C.[C:38]([OH:44])([C:40](F)(F)F)=O. (3) Reactant: C(=O)(OC)[O:2][C:3](=O)[CH2:4][C@@H:5]([NH:17][C:18]([O:20][CH2:21][C:22]1[CH:27]=[CH:26][CH:25]=[CH:24][CH:23]=1)=[O:19])[CH2:6][CH2:7][CH2:8][NH:9][C:10]([O:12][C:13]([CH3:16])([CH3:15])[CH3:14])=[O:11].[BH4-].[Na+]. Product: [C:13]([O:12][C:10]([NH:9][CH2:8][CH2:7][CH2:6][C@H:5]([NH:17][C:18](=[O:19])[O:20][CH2:21][C:22]1[CH:23]=[CH:24][CH:25]=[CH:26][CH:27]=1)[CH2:4][CH2:3][OH:2])=[O:11])([CH3:16])([CH3:14])[CH3:15]. The catalyst class is: 6. (4) Reactant: [CH3:1][S:2][C:3]1[N:8]=[CH:7][C:6]2=[C:9]([O:12][CH2:13][O:14][CH2:15][CH2:16][Si:17]([CH3:20])([CH3:19])[CH3:18])[CH:10]=[CH:11][N:5]2[N:4]=1.CO.[Br:23]N1C(=O)CCC1=O. Product: [Br:23][C:11]1[N:5]2[C:6]([CH:7]=[N:8][C:3]([S:2][CH3:1])=[N:4]2)=[C:9]([O:12][CH2:13][O:14][CH2:15][CH2:16][Si:17]([CH3:19])([CH3:18])[CH3:20])[CH:10]=1. The catalyst class is: 1. (5) Reactant: [C:1]([O:5][C:6](=[O:29])[C:7]([O:10]/[N:11]=[C:12](/[C:16]1[N:17]=[C:18]([NH:21][C:22]([O:24][C:25]([CH3:28])([CH3:27])[CH3:26])=[O:23])[S:19][CH:20]=1)\[C:13]([OH:15])=O)([CH3:9])[CH3:8])([CH3:4])([CH3:3])[CH3:2].CN(C(ON1N=NC2C=CC=NC1=2)=[N+](C)C)C.F[P-](F)(F)(F)(F)F.CCN(C(C)C)C(C)C.[NH2:63][C@@H:64]1[C:67](=[O:68])[NH:66][C@@H:65]1[CH2:69][C:70]1[N:71]=[N:72][N:73]([CH2:75][CH2:76][NH:77][C:78](=[O:84])[O:79][C:80]([CH3:83])([CH3:82])[CH3:81])[CH:74]=1. Product: [C:80]([O:79][C:78]([NH:77][CH2:76][CH2:75][N:73]1[CH:74]=[C:70]([CH2:69][C@@H:65]2[C@H:64]([NH:63][C:13](=[O:15])/[C:12](=[N:11]\[O:10][C:7]([CH3:8])([CH3:9])[C:6]([O:5][C:1]([CH3:3])([CH3:4])[CH3:2])=[O:29])/[C:16]3[N:17]=[C:18]([NH:21][C:22]([O:24][C:25]([CH3:28])([CH3:27])[CH3:26])=[O:23])[S:19][CH:20]=3)[C:67](=[O:68])[NH:66]2)[N:71]=[N:72]1)=[O:84])([CH3:83])([CH3:81])[CH3:82]. The catalyst class is: 59. (6) Reactant: [CH3:1][C:2]1[N:6]([C:7]2[C:15]3[O:14][CH2:13][C@@H:12]([N:16](C(=O)C(F)(F)F)[C:17]4[CH:30]=[CH:29][C:20]5[C@H:21]([CH2:24][C:25]([O:27]C)=[O:26])[CH2:22][O:23][C:19]=5[CH:18]=4)[C:11]=3[CH:10]=[CH:9][CH:8]=2)[C:5]2[CH:37]=[C:38]([O:41][CH2:42][C:43]([F:46])([F:45])[F:44])[CH:39]=[CH:40][C:4]=2[N:3]=1.[OH-].[Na+:48]. Product: [CH3:1][C:2]1[N:6]([C:7]2[C:15]3[O:14][CH2:13][C@@H:12]([NH:16][C:17]4[CH:30]=[CH:29][C:20]5[C@H:21]([CH2:24][C:25]([O-:27])=[O:26])[CH2:22][O:23][C:19]=5[CH:18]=4)[C:11]=3[CH:10]=[CH:9][CH:8]=2)[C:5]2[CH:37]=[C:38]([O:41][CH2:42][C:43]([F:46])([F:44])[F:45])[CH:39]=[CH:40][C:4]=2[N:3]=1.[Na+:48]. The catalyst class is: 83. (7) Reactant: Cl[C:2]1[C:7]([C:8]([F:11])([F:10])[F:9])=[CH:6][CH:5]=[CH:4][N:3]=1.[CH3:12][O-:13].[Na+]. Product: [CH3:12][O:13][C:2]1[C:7]([C:8]([F:11])([F:10])[F:9])=[CH:6][CH:5]=[CH:4][N:3]=1. The catalyst class is: 5.